From a dataset of Reaction yield outcomes from USPTO patents with 853,638 reactions. Predict the reaction yield, written as a fraction of the theoretical maximum amount of product (1.0 means a 100% yield; for example, 0.34 means a 34% yield). The reactants are CS(O[CH2:6][C:7]1[CH:8]=[N:9][C:10]2[C:15]([CH:16]=1)=[CH:14][CH:13]=[C:12]([O:17][CH2:18][C:19]1[CH:24]=[CH:23][CH:22]=[C:21]([Cl:25])[CH:20]=1)[CH:11]=2)(=O)=O.ClC1C=C(C=CC=1)COC1C=C2C(C=C(CO)C=[N:39]2)=CC=1.CCN(C(C)C)C(C)C.CS(Cl)(=O)=O. The catalyst is C1COCC1. The product is [Cl:25][C:21]1[CH:20]=[C:19]([CH:24]=[CH:23][CH:22]=1)[CH2:18][O:17][C:12]1[CH:11]=[C:10]2[C:15]([CH:16]=[C:7]([CH2:6][NH2:39])[CH:8]=[N:9]2)=[CH:14][CH:13]=1. The yield is 0.760.